Dataset: Retrosynthesis with 50K atom-mapped reactions and 10 reaction types from USPTO. Task: Predict the reactants needed to synthesize the given product. (1) Given the product O=C(Cc1ccccc1)N1CC[C@H](N(Cc2ccnc3ccccc23)C(=O)C(F)(F)F)C[C@H]1Cc1ccccc1, predict the reactants needed to synthesize it. The reactants are: O=C(Cl)Cc1ccccc1.O=C(N(Cc1ccnc2ccccc12)[C@H]1CCN[C@H](Cc2ccccc2)C1)C(F)(F)F. (2) Given the product N#CCSc1nc(NCc2ccc3c(c2)OCO3)cc(-c2ccccc2)n1, predict the reactants needed to synthesize it. The reactants are: N#CCSc1nc(Cl)cc(-c2ccccc2)n1.NCc1ccc2c(c1)OCO2. (3) The reactants are: COc1ccccc1N1CCNCC1.O=C(O)c1cccc(-c2noc(C(F)(F)F)n2)c1. Given the product COc1ccccc1N1CCN(C(=O)c2cccc(-c3noc(C(F)(F)F)n3)c2)CC1, predict the reactants needed to synthesize it. (4) Given the product CC1=C[C@@H](CO[Si](C)(C)C(C)(C)C)N(C(=O)OC(C)(C)C)C[C@H]1O, predict the reactants needed to synthesize it. The reactants are: CC1=C[C@@H](CO[Si](C)(C)C(C)(C)C)N(C(=O)OC(C)(C)C)CC1=O. (5) The reactants are: O=C(O)Cc1ccc(F)cc1.O=Cc1ccc(F)c(F)c1. Given the product O=C(O)C(=Cc1ccc(F)c(F)c1)c1ccc(F)cc1, predict the reactants needed to synthesize it. (6) Given the product O=C(O)c1ccc2nc(-c3ccc(F)cc3)c(N3CCCc4cc(C(=O)N5CCOCC5)ccc43)nc2c1, predict the reactants needed to synthesize it. The reactants are: COC(=O)c1ccc2nc(-c3ccc(F)cc3)c(N3CCCc4cc(C(=O)N5CCOCC5)ccc43)nc2c1. (7) Given the product CCN1c2ncc(CCOc3ccnc4ccccc34)cc2C(=O)N(C)c2ccc(F)nc21, predict the reactants needed to synthesize it. The reactants are: CCN1c2ncc(CCO)cc2C(=O)N(C)c2ccc(F)nc21.Oc1ccnc2ccccc12. (8) Given the product CCCCC1=NC2(CCCC2)C(=O)N1Cc1ccc(-c2ccccc2C#N)cc1, predict the reactants needed to synthesize it. The reactants are: CCCCC1=NC2(CCCC2)C(=O)N1.N#Cc1ccccc1-c1ccc(CBr)cc1.